Dataset: Reaction yield outcomes from USPTO patents with 853,638 reactions. Task: Predict the reaction yield, written as a fraction of the theoretical maximum amount of product (1.0 means a 100% yield; for example, 0.34 means a 34% yield). The reactants are [CH3:1][N:2]([CH3:20])[C:3]1[CH:19]=[CH:18][C:6]([C:7]([N:9]2[CH:14]3[CH2:15][CH2:16][CH:10]2[CH2:11][C:12](=[O:17])[CH2:13]3)=[O:8])=[CH:5][CH:4]=1.[BH4-].[Na+]. The catalyst is CO. The product is [CH3:1][N:2]([CH3:20])[C:3]1[CH:4]=[CH:5][C:6]([C:7]([N:9]2[CH:14]3[CH2:15][CH2:16][CH:10]2[CH2:11][CH:12]([OH:17])[CH2:13]3)=[O:8])=[CH:18][CH:19]=1. The yield is 0.570.